Task: Predict the reactants needed to synthesize the given product.. Dataset: Full USPTO retrosynthesis dataset with 1.9M reactions from patents (1976-2016) (1) Given the product [F:1][C:2]1[CH:22]=[C:21]([N+:23]([O-:25])=[O:24])[CH:20]=[CH:19][C:3]=1[O:4][C:5]1[CH:10]=[CH:9][N:8]=[C:7]2[CH:11]=[C:12]([C:14]3[N:37]([CH2:41][O:42][CH2:43][CH2:44][Si:45]([CH3:48])([CH3:47])[CH3:46])[CH:16]=[CH:17][N:18]=3)[S:13][C:6]=12, predict the reactants needed to synthesize it. The reactants are: [F:1][C:2]1[CH:22]=[C:21]([N+:23]([O-:25])=[O:24])[CH:20]=[CH:19][C:3]=1[O:4][C:5]1[CH:10]=[CH:9][N:8]=[C:7]2[CH:11]=[C:12]([C:14]3S[CH:16]=[CH:17][N:18]=3)[S:13][C:6]=12.ClC1C=CN=C2C=C(C3[N:37]([CH2:41][O:42][CH2:43][CH2:44][Si:45]([CH3:48])([CH3:47])[CH3:46])C=CN=3)SC=12. (2) Given the product [Br:13][C:8]1[C:9]([O:11][CH3:12])=[CH:10][C:2]([F:1])=[C:3]([CH:7]=1)[C:4]([OH:6])=[O:5], predict the reactants needed to synthesize it. The reactants are: [F:1][C:2]1[CH:10]=[C:9]([O:11][CH3:12])[CH:8]=[CH:7][C:3]=1[C:4]([OH:6])=[O:5].[Br:13]Br.S([O-])([O-])=O.[Na+].[Na+].O. (3) Given the product [CH2:28]([O:1][C:2]1[CH:9]=[CH:8][C:5]([C:6]#[N:7])=[CH:4][CH:3]=1)[CH2:27][CH2:26][CH2:25][CH2:24][CH2:23][CH2:22][CH2:21][CH2:20][CH2:19][CH2:18][CH2:17][CH2:16][CH2:15][CH2:14][CH2:13][CH2:12][CH3:11], predict the reactants needed to synthesize it. The reactants are: [OH:1][C:2]1[CH:9]=[CH:8][C:5]([C:6]#[N:7])=[CH:4][CH:3]=1.Br[CH2:11][CH2:12][CH2:13][CH2:14][CH2:15][CH2:16][CH2:17][CH2:18][CH2:19][CH2:20][CH2:21][CH2:22][CH2:23][CH2:24][CH2:25][CH2:26][CH2:27][CH3:28].C(=O)([O-])[O-].[K+].[K+].CN1CCCC1=O. (4) Given the product [Br:1][C:2]1[CH:20]=[CH:19][C:5]2[C:6]3[N:7]([CH:11]=[C:12]([C:14]4[N:18]([CH:32]([CH3:34])[CH3:33])[CH:17]=[CH:16][N:15]=4)[N:13]=3)[CH2:8][CH2:9][O:10][C:4]=2[CH:3]=1, predict the reactants needed to synthesize it. The reactants are: [Br:1][C:2]1[CH:20]=[CH:19][C:5]2[C:6]3[N:7]([CH:11]=[C:12]([C:14]4[NH:15][CH:16]=[CH:17][N:18]=4)[N:13]=3)[CH2:8][CH2:9][O:10][C:4]=2[CH:3]=1.C(=O)([O-])[O-].[Cs+].[Cs+].CN(C)C=O.[CH:32](I)([CH3:34])[CH3:33]. (5) Given the product [C:31]([OH:43])(=[O:42])[CH2:32][C:33]([CH2:38][C:39]([OH:41])=[O:40])([C:35]([OH:37])=[O:36])[OH:34].[CH3:1][C:2]1[CH:25]=[CH:24][CH:23]=[C:22]([CH3:26])[C:3]=1[C:4]([NH:6][C@H:7]([C:14]12[N:20]([CH3:21])[CH:17]([CH2:18][CH2:19]1)[CH2:16][CH2:15]2)[C:8]1[CH:13]=[CH:12][CH:11]=[CH:10][CH:9]=1)=[O:5].[C:31]([OH:43])(=[O:42])[CH2:32][C:33]([CH2:38][C:39]([OH:41])=[O:40])([C:35]([OH:37])=[O:36])[OH:34].[CH3:1][C:2]1[CH:25]=[CH:24][CH:23]=[C:22]([CH3:26])[C:3]=1[C:4]([NH:6][C@@H:7]([C:14]12[N:20]([CH3:21])[CH:17]([CH2:18][CH2:19]1)[CH2:16][CH2:15]2)[C:8]1[CH:13]=[CH:12][CH:11]=[CH:10][CH:9]=1)=[O:5], predict the reactants needed to synthesize it. The reactants are: [CH3:1][C:2]1[CH:25]=[CH:24][CH:23]=[C:22]([CH3:26])[C:3]=1[C:4]([NH:6][CH:7]([C:14]12[N:20]([CH3:21])[CH:17]([CH2:18][CH2:19]1)[CH2:16][CH2:15]2)[C:8]1[CH:13]=[CH:12][CH:11]=[CH:10][CH:9]=1)=[O:5].C(=O)=O.O.[C:31]([OH:43])(=[O:42])[CH2:32][C:33]([CH2:38][C:39]([OH:41])=[O:40])([C:35]([OH:37])=[O:36])[OH:34].CO.